From a dataset of Reaction yield outcomes from USPTO patents with 853,638 reactions. Predict the reaction yield, written as a fraction of the theoretical maximum amount of product (1.0 means a 100% yield; for example, 0.34 means a 34% yield). (1) The reactants are [Cl-].[Ce+3].[Cl-].[Cl-].[F:5][C:6]1[CH:7]=[CH:8][C:9]([O:30][CH3:31])=[C:10]([C:12]([CH3:29])([CH3:28])[CH2:13][C:14](=[O:27])[CH2:15][N:16]2[C:25]3[C:20](=[CH:21][CH:22]=[CH:23][CH:24]=3)[C:19](=[O:26])[CH:18]=[CH:17]2)[CH:11]=1.[CH:32]1([Mg]Br)[CH2:34][CH2:33]1. The catalyst is C1COCC1. The product is [CH:32]1([C:14]([OH:27])([CH2:13][C:12]([C:10]2[CH:11]=[C:6]([F:5])[CH:7]=[CH:8][C:9]=2[O:30][CH3:31])([CH3:29])[CH3:28])[CH2:15][N:16]2[C:25]3[C:20](=[CH:21][CH:22]=[CH:23][CH:24]=3)[C:19](=[O:26])[CH:18]=[CH:17]2)[CH2:34][CH2:33]1. The yield is 0.0100. (2) The reactants are [Cl:1][C:2]1[C:7]([Cl:8])=[CH:6][CH:5]=[CH:4][C:3]=1[N:9]1[CH2:14][CH2:13][N:12]([CH2:15][CH2:16][CH2:17][CH2:18][O:19][C:20]2[CH:21]=[CH:22][C:23]([CH3:27])=[C:24]([CH:26]=2)[NH2:25])[CH2:11][CH2:10]1.[C:28](Cl)(=[O:30])[CH3:29].CCN(CC)CC. The catalyst is C(Cl)Cl.O. The product is [Cl:1][C:2]1[C:7]([Cl:8])=[CH:6][CH:5]=[CH:4][C:3]=1[N:9]1[CH2:10][CH2:11][N:12]([CH2:15][CH2:16][CH2:17][CH2:18][O:19][C:20]2[CH:21]=[CH:22][C:23]([CH3:27])=[C:24]([NH:25][C:28](=[O:30])[CH3:29])[CH:26]=2)[CH2:13][CH2:14]1. The yield is 0.350. (3) The reactants are [OH-:1].[Na+].[CH:3](=O)[C:4]1[C:5]([O:10][CH3:11])=[CH:6][CH:7]=[CH:8][CH:9]=1.Cl.[NH2:14]O. The catalyst is O.C(O)C. The product is [CH3:11][O:10][C:5]1[CH:6]=[CH:7][CH:8]=[CH:9][C:4]=1[CH:3]=[N:14][OH:1]. The yield is 0.990.